Dataset: CYP2C9 inhibition data for predicting drug metabolism from PubChem BioAssay. Task: Regression/Classification. Given a drug SMILES string, predict its absorption, distribution, metabolism, or excretion properties. Task type varies by dataset: regression for continuous measurements (e.g., permeability, clearance, half-life) or binary classification for categorical outcomes (e.g., BBB penetration, CYP inhibition). Dataset: cyp2c9_veith. (1) The molecule is O=C(CP(=O)(c1ccccc1)c1ccccc1)Nn1cnnc1. The result is 1 (inhibitor). (2) The compound is Cl.O=C1CN=C(Nc2ccccc2)N1Cc1cccs1. The result is 1 (inhibitor).